Dataset: Catalyst prediction with 721,799 reactions and 888 catalyst types from USPTO. Task: Predict which catalyst facilitates the given reaction. Reactant: [O:1]=[C:2]([NH:17][C@@H:18]1[CH2:22][CH2:21][N:20]([CH:23]2[CH2:28][CH2:27][NH:26][CH2:25][CH2:24]2)[CH2:19]1)[CH2:3][NH:4][C:5](=[O:16])[C:6]1[CH:11]=[CH:10][CH:9]=[C:8]([C:12]([F:15])([F:14])[F:13])[CH:7]=1.C(N(CC)CC)C.[C:36](Cl)(=[O:46])[O:37][CH2:38][C:39]1[CH:44]=[CH:43][CH:42]=[CH:41][C:40]=1[Cl:45]. Product: [F:13][C:12]([F:15])([F:14])[C:8]1[CH:7]=[C:6]([CH:11]=[CH:10][CH:9]=1)[C:5]([NH:4][CH2:3][C:2]([NH:17][C@@H:18]1[CH2:22][CH2:21][N:20]([CH:23]2[CH2:24][CH2:25][N:26]([C:36]([O:37][CH2:38][C:39]3[CH:44]=[CH:43][CH:42]=[CH:41][C:40]=3[Cl:45])=[O:46])[CH2:27][CH2:28]2)[CH2:19]1)=[O:1])=[O:16]. The catalyst class is: 2.